This data is from Reaction yield outcomes from USPTO patents with 853,638 reactions. The task is: Predict the reaction yield, written as a fraction of the theoretical maximum amount of product (1.0 means a 100% yield; for example, 0.34 means a 34% yield). (1) The reactants are [N:1]1([C:6]([C:8]2[C:21]3[C:12](=[CH:13][C:14]4[C:19]([N:20]=3)=[C:18]([CH3:22])[CH:17]=[CH:16][CH:15]=4)[CH:11]=[CH:10][CH:9]=2)=[O:7])[CH:5]=[CH:4][N:3]=[CH:2]1.NC[CH2:25][N:26]([C:30]1[N:31]=[N+:32]([O-:41])[C:33]2[CH:40]=[CH:39][CH:38]=[CH:37][C:34]=2[N+:35]=1[O-:36])CCN. The catalyst is CN(C=O)C. The product is [O-:41][N+:32]1[C:33]2[CH:40]=[CH:39][CH:38]=[CH:37][C:34]=2[N+:35]([O-:36])=[C:30]([NH:26][CH2:25][CH2:2][NH:3][CH2:4][CH2:5][NH:1][C:6]([C:8]2[C:21]3[C:12](=[CH:13][C:14]4[C:19]([N:20]=3)=[C:18]([CH3:22])[CH:17]=[CH:16][CH:15]=4)[CH:11]=[CH:10][CH:9]=2)=[O:7])[N:31]=1. The yield is 0.750. (2) The reactants are [CH3:1][C:2]1([CH3:23])[O:6][CH:5]([C:7]2[N:12]=[CH:11][C:10]([NH:13][C:14](=[O:22])OC3C=CC=CC=3)=[CH:9][CH:8]=2)[CH2:4][O:3]1.[CH3:24][CH:25]1[CH2:30][CH2:29][N:28]([C:31]2[C:36]([CH2:37][NH2:38])=[CH:35][CH:34]=[C:33]([C:39]([F:42])([F:41])[F:40])[N:32]=2)[CH2:27][CH2:26]1. The catalyst is C(#N)C.CN(C1C=CN=CC=1)C. The product is [CH3:23][C:2]1([CH3:1])[O:6][CH:5]([C:7]2[N:12]=[CH:11][C:10]([NH:13][C:14]([NH:38][CH2:37][C:36]3[C:31]([N:28]4[CH2:29][CH2:30][CH:25]([CH3:24])[CH2:26][CH2:27]4)=[N:32][C:33]([C:39]([F:42])([F:40])[F:41])=[CH:34][CH:35]=3)=[O:22])=[CH:9][CH:8]=2)[CH2:4][O:3]1. The yield is 0.900. (3) The reactants are [C:1]([C:5]1[N:9]([CH2:10][CH:11]2[CH2:16][CH2:15][C:14]([F:18])([F:17])[CH2:13][CH2:12]2)[C:8]2[CH:19]=[CH:20][C:21]([S:23](Cl)(=[O:25])=[O:24])=[CH:22][C:7]=2[N:6]=1)([CH3:4])([CH3:3])[CH3:2].[NH:27]1[CH2:30][CH:29]([NH:31][C:32](=[O:38])[O:33][C:34]([CH3:37])([CH3:36])[CH3:35])[CH2:28]1. The catalyst is CN(C1C=CN=CC=1)C.CC#N. The product is [C:34]([O:33][C:32](=[O:38])[NH:31][CH:29]1[CH2:30][N:27]([S:23]([C:21]2[CH:20]=[CH:19][C:8]3[N:9]([CH2:10][CH:11]4[CH2:16][CH2:15][C:14]([F:18])([F:17])[CH2:13][CH2:12]4)[C:5]([C:1]([CH3:4])([CH3:3])[CH3:2])=[N:6][C:7]=3[CH:22]=2)(=[O:25])=[O:24])[CH2:28]1)([CH3:37])([CH3:35])[CH3:36]. The yield is 0.740.